Dataset: Full USPTO retrosynthesis dataset with 1.9M reactions from patents (1976-2016). Task: Predict the reactants needed to synthesize the given product. (1) Given the product [Cl:1][C:2]1[C:7]([Cl:8])=[C:6]([O:9][C:10]2[CH:15]=[CH:14][N:13]=[C:12]([NH:41][C:40]3[CH:42]=[C:43]([O:45][CH2:46][CH2:47][N:48]4[CH2:53][CH2:52][O:51][CH2:50][CH2:49]4)[CH:44]=[C:38]([O:37][CH3:36])[CH:39]=3)[N:11]=2)[CH:5]=[CH:4][C:3]=1[NH:17][C:18]([NH:20][C:21]1[N:25]([C:26]2[CH:27]=[CH:28][C:29]([CH3:32])=[CH:30][CH:31]=2)[N:24]=[C:23]([CH:33]([CH3:34])[CH3:35])[CH:22]=1)=[O:19], predict the reactants needed to synthesize it. The reactants are: [Cl:1][C:2]1[C:7]([Cl:8])=[C:6]([O:9][C:10]2[CH:15]=[CH:14][N:13]=[C:12](Cl)[N:11]=2)[CH:5]=[CH:4][C:3]=1[NH:17][C:18]([NH:20][C:21]1[N:25]([C:26]2[CH:31]=[CH:30][C:29]([CH3:32])=[CH:28][CH:27]=2)[N:24]=[C:23]([CH:33]([CH3:35])[CH3:34])[CH:22]=1)=[O:19].[CH3:36][O:37][C:38]1[CH:39]=[C:40]([CH:42]=[C:43]([O:45][CH2:46][CH2:47][N:48]2[CH2:53][CH2:52][O:51][CH2:50][CH2:49]2)[CH:44]=1)[NH2:41].C([O-])(O)=O.[Na+]. (2) Given the product [Cl:14][C:12]1[CH:11]=[CH:10][C:9]([O:15][CH3:16])=[C:8]([C:6]2[N:5]=[C:4]([NH2:17])[N:3]=[C:2]([NH:25][C:24]3[CH:26]=[CH:27][C:21]([N+:18]([O-:20])=[O:19])=[CH:22][CH:23]=3)[CH:7]=2)[CH:13]=1, predict the reactants needed to synthesize it. The reactants are: Cl[C:2]1[CH:7]=[C:6]([C:8]2[CH:13]=[C:12]([Cl:14])[CH:11]=[CH:10][C:9]=2[O:15][CH3:16])[N:5]=[C:4]([NH2:17])[N:3]=1.[N+:18]([C:21]1[CH:27]=[CH:26][C:24]([NH2:25])=[CH:23][CH:22]=1)([O-:20])=[O:19]. (3) The reactants are: [F:1][C:2]([F:14])([F:13])[C:3]1[CH:12]=[CH:11][C:6]([CH2:7][N:8]=[C:9]=[O:10])=[CH:5][CH:4]=1.[CH:15]1[N:16]=[CH:17][N:18]2[C:23]([NH2:24])=[CH:22][CH:21]=[CH:20][C:19]=12. Given the product [CH:15]1[N:16]=[CH:17][N:18]2[C:23]([NH:24][C:9]([NH:8][CH2:7][C:6]3[CH:11]=[CH:12][C:3]([C:2]([F:13])([F:14])[F:1])=[CH:4][CH:5]=3)=[O:10])=[CH:22][CH:21]=[CH:20][C:19]=12, predict the reactants needed to synthesize it. (4) Given the product [Cl:50][CH2:29][CH2:28][O:27][CH2:26][CH2:25][O:24][CH2:23][CH2:22][O:21][CH2:20][CH2:19][O:18][Si:1]([C:14]([CH3:17])([CH3:16])[CH3:15])([C:8]1[CH:13]=[CH:12][CH:11]=[CH:10][CH:9]=1)[C:2]1[CH:7]=[CH:6][CH:5]=[CH:4][CH:3]=1, predict the reactants needed to synthesize it. The reactants are: [Si:1]([O:18][CH2:19][CH2:20][O:21][CH2:22][CH2:23][O:24][CH2:25][CH2:26][O:27][CH2:28][CH2:29]O)([C:14]([CH3:17])([CH3:16])[CH3:15])([C:8]1[CH:13]=[CH:12][CH:11]=[CH:10][CH:9]=1)[C:2]1[CH:7]=[CH:6][CH:5]=[CH:4][CH:3]=1.C1(P(C2C=CC=CC=2)C2C=CC=CC=2)C=CC=CC=1.[Cl:50]C(Cl)(Cl)C(C(Cl)(Cl)Cl)=O. (5) Given the product [CH2:9]([O:7][C:3]1[CH2:4][CH2:5][CH2:6][C:1](=[O:8])[CH:2]=1)[CH2:10][CH3:11], predict the reactants needed to synthesize it. The reactants are: [C:1]1(=[O:8])[CH2:6][CH2:5][CH2:4][C:3](=[O:7])[CH2:2]1.[CH3:9][CH2:10][CH3:11].C(OC)(OC)OC.O.O.C1(C)C=CC(S(O)(=O)=O)=CC=1. (6) Given the product [CH:22]1([C:3]2[C:4]3[S:17][C:16]([C:18]([O:20][CH3:21])=[O:19])=[CH:15][C:5]=3[N:6]([CH2:7][C:8]([O:10][CH3:11])=[O:9])[C:2]=2[C:31]2[CH:32]=[CH:33][CH:34]=[CH:35][C:30]=2[CH:28]=[O:29])[CH2:27][CH2:26][CH2:25][CH2:24][CH2:23]1, predict the reactants needed to synthesize it. The reactants are: Br[C:2]1[N:6]([CH2:7][C:8]([O:10][C:11](C)(C)C)=[O:9])[C:5]2[CH:15]=[C:16]([C:18]([O:20][CH3:21])=[O:19])[S:17][C:4]=2[C:3]=1[CH:22]1[CH2:27][CH2:26][CH2:25][CH2:24][CH2:23]1.[CH:28]([C:30]1[CH:35]=[CH:34][CH:33]=[CH:32][C:31]=1B(O)O)=[O:29].[F-].[K+]. (7) The reactants are: [C:1]([C:3]1[CH:4]=[C:5]([CH:8]=[CH:9][CH:10]=1)[CH:6]=O)#[N:2].ClC1C=[C:14](C=CC=1)[CH:15]=[O:16].[CH3:20][Si:21]([CH3:28])([CH3:27])N[Si:21]([CH3:28])([CH3:27])[CH3:20].C([Li])CCC.C[Si](Cl)(C)C.C([N:41](CC)CC)C.C(Cl)(=O)C. Given the product [C:1]([C:3]1[CH:4]=[C:5]([CH:6]=[N:41][C:15]([O:14][Si:21]([CH3:28])([CH3:27])[CH3:20])=[CH2:16])[CH:8]=[CH:9][CH:10]=1)#[N:2], predict the reactants needed to synthesize it.